Dataset: Catalyst prediction with 721,799 reactions and 888 catalyst types from USPTO. Task: Predict which catalyst facilitates the given reaction. (1) Reactant: [CH3:1][O:2][C:3]1[CH:4]=[C:5]2[C:10](=[CH:11][C:12]=1[O:13][CH3:14])[N:9]=[CH:8][CH:7]=[C:6]2[O:15][C:16]1[CH:22]=[CH:21][C:19]([NH2:20])=[CH:18][CH:17]=1.C1(C)C=CC=CC=1.C(N(CC)CC)C.Cl[C:38](Cl)([O:40]C(=O)OC(Cl)(Cl)Cl)Cl.[CH3:49][O:50][C:51]1[CH:52]=[C:53]([CH:57]=[CH:58][CH:59]=1)[CH:54]([OH:56])[CH3:55]. Product: [CH3:1][O:2][C:3]1[CH:4]=[C:5]2[C:10](=[CH:11][C:12]=1[O:13][CH3:14])[N:9]=[CH:8][CH:7]=[C:6]2[O:15][C:16]1[CH:22]=[CH:21][C:19]([NH:20][C:38](=[O:40])[O:56][CH:54]([C:53]2[CH:57]=[CH:58][CH:59]=[C:51]([O:50][CH3:49])[CH:52]=2)[CH3:55])=[CH:18][CH:17]=1. The catalyst class is: 2. (2) Reactant: [OH-:1].[Na+].[C:3]([O-])([OH:5])=[O:4].[Na+].[C:8](Cl)([C:10]1C=CC=CC=1)=[O:9].Cl.N1[CH:23]=[CH:22]C=CC=1. Product: [C:8]([O:1][CH:23]1[CH2:22][O:5][CH2:3][O:4]1)(=[O:9])[CH3:10]. The catalyst class is: 49.